From a dataset of Catalyst prediction with 721,799 reactions and 888 catalyst types from USPTO. Predict which catalyst facilitates the given reaction. Reactant: [CH3:1][N:2]1[C:6]([CH3:7])=[C:5]([CH:8]=[O:9])[C:4](=[O:10])[N:3]1[C:11]1[CH:16]=[CH:15][CH:14]=[CH:13][CH:12]=1.S(=O)(=O)([OH:19])N.Cl([O-])=O.[Na+].[OH-].[Na+]. Product: [CH3:1][N:2]1[C:6]([CH3:7])=[C:5]([C:8]([OH:19])=[O:9])[C:4](=[O:10])[N:3]1[C:11]1[CH:16]=[CH:15][CH:14]=[CH:13][CH:12]=1. The catalyst class is: 30.